From a dataset of Catalyst prediction with 721,799 reactions and 888 catalyst types from USPTO. Predict which catalyst facilitates the given reaction. Reactant: [Br:1][C:2]1[CH:10]=[C:9]([CH2:11][CH3:12])[C:5]([C:6]([OH:8])=O)=[C:4]([CH2:13][CH3:14])[CH:3]=1.C(N(C(C)C)CC)(C)C.F[P-](F)(F)(F)(F)F.N1(OC(N(C)C)=[N+](C)C)C2N=CC=CC=2N=N1.[Cl:48][C:49]1[CH:56]=[CH:55][C:52]([CH2:53][NH2:54])=[CH:51][CH:50]=1. Product: [Br:1][C:2]1[CH:3]=[C:4]([CH2:13][CH3:14])[C:5]([C:6]([NH:54][CH2:53][C:52]2[CH:55]=[CH:56][C:49]([Cl:48])=[CH:50][CH:51]=2)=[O:8])=[C:9]([CH2:11][CH3:12])[CH:10]=1. The catalyst class is: 4.